From a dataset of Forward reaction prediction with 1.9M reactions from USPTO patents (1976-2016). Predict the product of the given reaction. Given the reactants [F:1][C:2]([F:17])([F:16])[C:3]1[C:11]2[CH2:10][C:9]3([O:15][CH2:14][CH2:13][O:12]3)[CH2:8][CH2:7][C:6]=2[NH:5][N:4]=1.[H-].[Na+].Br[CH2:21][C:22]([O:24][CH2:25][CH3:26])=[O:23].C(OCC)(=O)C, predict the reaction product. The product is: [F:17][C:2]([F:16])([F:1])[C:3]1[C:11]2[CH2:10][C:9]3([O:15][CH2:14][CH2:13][O:12]3)[CH2:8][CH2:7][C:6]=2[N:5]([CH2:21][C:22]([O:24][CH2:25][CH3:26])=[O:23])[N:4]=1.